This data is from Cav3 T-type calcium channel HTS with 100,875 compounds. The task is: Binary Classification. Given a drug SMILES string, predict its activity (active/inactive) in a high-throughput screening assay against a specified biological target. (1) The compound is O=C(Nc1nn(c2nc3c(cc12)cccc3C)C)CCCC. The result is 0 (inactive). (2) The compound is S(CC(=O)N1CCOCC1)c1n(c(nn1)Cn1nc(nn1)c1ccccc1)CC. The result is 0 (inactive). (3) The compound is O(C1(C(=O)c2c(=CC1=O)cc(n(c2)Cc1ccc(OC)cc1)/C=C\COC)C)C(=O)c1nc2c(nc1)cccc2. The result is 0 (inactive). (4) The drug is O1CCN(CCCn2c(=O)c3C(c4c(OC)cc(OC)c(OC)c4)C(=C(Oc3cc2C)N)C#N)CC1. The result is 0 (inactive). (5) The compound is S(=O)(=O)(N1CC(N(CC1)c1cc(ccc1)C)C)c1cc2n(c(=O)c(=O)n(c2cc1)C)C. The result is 0 (inactive). (6) The molecule is o1c2c(c(CC)cc1=O)c(OC(=O)c1occc1)cc(c2)C. The result is 0 (inactive).